The task is: Predict the product of the given reaction.. This data is from Forward reaction prediction with 1.9M reactions from USPTO patents (1976-2016). The product is: [C:25]([C:27]1[CH:28]=[C:29]([C:30]2[O:1][N:2]=[C:3]([C:4]3[C:14]4[CH2:13][CH2:12][N:11]([C:15]([O:17][C:18]([CH3:19])([CH3:21])[CH3:20])=[O:16])[CH2:10][CH2:9][C:8]=4[CH:7]=[CH:6][CH:5]=3)[N:22]=2)[CH:34]=[CH:35][C:36]=1[O:37][CH:38]([CH3:39])[CH3:40])#[N:26]. Given the reactants [OH:1][NH:2][C:3](=[NH:22])[C:4]1[C:14]2[CH2:13][CH2:12][N:11]([C:15]([O:17][C:18]([CH3:21])([CH3:20])[CH3:19])=[O:16])[CH2:10][CH2:9][C:8]=2[CH:7]=[CH:6][CH:5]=1.[H-].[Na+].[C:25]([C:27]1[CH:28]=[C:29]([CH:34]=[CH:35][C:36]=1[O:37][CH:38]([CH3:40])[CH3:39])[C:30](OC)=O)#[N:26], predict the reaction product.